Predict the reactants needed to synthesize the given product. From a dataset of Full USPTO retrosynthesis dataset with 1.9M reactions from patents (1976-2016). (1) The reactants are: [N:1]1[CH:6]=[CH:5][CH:4]=[CH:3][C:2]=1[S:7]([C:10]1[N:11]=[CH:12][S:13][C:14]=1[CH:15]=O)(=[O:9])=[O:8].[CH3:17][O:18][C:19](=[O:32])[CH2:20][N:21]1[C:29]2[C:24](=[CH:25][C:26]([F:30])=[CH:27][CH:28]=2)[CH:23]=[C:22]1[CH3:31]. Given the product [CH3:17][O:18][C:19](=[O:32])[CH2:20][N:21]1[C:29]2[C:24](=[CH:25][C:26]([F:30])=[CH:27][CH:28]=2)[C:23]([CH2:15][C:14]2[S:13][CH:12]=[N:11][C:10]=2[S:7]([C:2]2[CH:3]=[CH:4][CH:5]=[CH:6][N:1]=2)(=[O:8])=[O:9])=[C:22]1[CH3:31], predict the reactants needed to synthesize it. (2) The reactants are: C([C@]1(C([N:19]2[CH2:24][CH2:23][N:22]([C:25]3[CH:30]=[C:29]([C:31]([F:34])([F:33])[F:32])[CH:28]=[C:27]([CH3:35])[N:26]=3)[CH2:21][CH2:20]2)=O)CC[C@@H](NC(=O)OC(C)(C)C)C1)(C)C.O1CCOCC1. Given the product [CH3:35][C:27]1[N:26]=[C:25]([N:22]2[CH2:23][CH2:24][NH:19][CH2:20][CH2:21]2)[CH:30]=[C:29]([C:31]([F:34])([F:32])[F:33])[CH:28]=1, predict the reactants needed to synthesize it. (3) Given the product [CH3:35][O:34][N:33]([CH3:32])[C:18]([CH:15]1[CH2:16][CH2:17][CH:12]([C:9]2[CH:10]=[CH:11][C:6]([Cl:5])=[CH:7][CH:8]=2)[CH2:13][CH2:14]1)=[O:20], predict the reactants needed to synthesize it. The reactants are: C(Cl)CCl.[Cl:5][C:6]1[CH:11]=[CH:10][C:9]([CH:12]2[CH2:17][CH2:16][CH:15]([C:18]([OH:20])=O)[CH2:14][CH2:13]2)=[CH:8][CH:7]=1.C1C=CC2N(O)N=NC=2C=1.Cl.[CH3:32][NH:33][O:34][CH3:35].C(N(CC)CC)C. (4) The reactants are: I[C:2]1[CH:3]=[CH:4][N:5]2[C:10]=1[C:9](=[O:11])[N:8]([C:12]1[CH:17]=[CH:16][CH:15]=[CH:14][CH:13]=1)[C:7]([C@@H:18]([NH:20][C:21](=[O:27])[O:22][C:23]([CH3:26])([CH3:25])[CH3:24])[CH3:19])=[N:6]2.[SH:28][C:29]1[CH:34]=[CH:33][CH:32]=[CH:31][C:30]=1[OH:35].C(=O)([O-])[O-].[K+].[K+]. Given the product [OH:35][C:30]1[CH:31]=[CH:32][CH:33]=[CH:34][C:29]=1[S:28][C:2]1[CH:3]=[CH:4][N:5]2[C:10]=1[C:9](=[O:11])[N:8]([C:12]1[CH:17]=[CH:16][CH:15]=[CH:14][CH:13]=1)[C:7]([C@@H:18]([NH:20][C:21](=[O:27])[O:22][C:23]([CH3:26])([CH3:25])[CH3:24])[CH3:19])=[N:6]2, predict the reactants needed to synthesize it. (5) The reactants are: [CH:1]1([C@@H:4]([C:11]2[CH:16]=[CH:15][CH:14]=[C:13]([O:17][CH2:18][C:19]3[CH:24]=[N:23][C:22]([C:25]4[CH:30]=[C:29]([O:31][CH3:32])[CH:28]=[CH:27][C:26]=4[F:33])=[C:21]([C:34]([C:36]([F:39])([F:38])[F:37])=[CH2:35])[N:20]=3)[CH:12]=2)[CH2:5][C:6]([O:8][CH2:9][CH3:10])=[O:7])[CH2:3][CH2:2]1. Given the product [CH:1]1([C@@H:4]([C:11]2[CH:16]=[CH:15][CH:14]=[C:13]([O:17][CH2:18][C:19]3[CH:24]=[N:23][C:22]([C:25]4[CH:30]=[C:29]([O:31][CH3:32])[CH:28]=[CH:27][C:26]=4[F:33])=[C:21]([CH:34]([CH3:35])[C:36]([F:38])([F:39])[F:37])[N:20]=3)[CH:12]=2)[CH2:5][C:6]([O:8][CH2:9][CH3:10])=[O:7])[CH2:3][CH2:2]1, predict the reactants needed to synthesize it.